This data is from Forward reaction prediction with 1.9M reactions from USPTO patents (1976-2016). The task is: Predict the product of the given reaction. (1) Given the reactants C([O:6][CH2:7][CH2:8][CH2:9][CH2:10][CH2:11][CH2:12][CH:13]([CH3:15])[CH3:14])(=O)C1C(=CC=CC=1)C([O:6][CH2:7][CH2:8][CH2:9][CH2:10][CH2:11][CH2:12][CH:13]([CH3:15])[CH3:14])=O.[OH-].[K+], predict the reaction product. The product is: [CH2:7]([OH:6])[CH2:8][CH2:9][CH2:10][CH2:11][CH2:12][CH:13]([CH3:15])[CH3:14]. (2) Given the reactants [F:1][C:2]([F:11])([F:10])[CH:3]1[CH2:8][CH2:7][C:6](=[O:9])[CH2:5][CH2:4]1.[Li+].C[Si]([N-][Si](C)(C)C)(C)C.C1C=CC(N([S:29]([C:32]([F:35])([F:34])[F:33])(=[O:31])=[O:30])[S:29]([C:32]([F:35])([F:34])[F:33])(=[O:31])=[O:30])=CC=1, predict the reaction product. The product is: [F:33][C:32]([F:35])([F:34])[S:29]([O:9][C:6]1[CH2:7][CH2:8][CH:3]([C:2]([F:10])([F:11])[F:1])[CH2:4][CH:5]=1)(=[O:31])=[O:30].